The task is: Predict the reactants needed to synthesize the given product.. This data is from Full USPTO retrosynthesis dataset with 1.9M reactions from patents (1976-2016). (1) Given the product [C:35]([O:34][C:32]([CH:30]1[CH2:31][N:28]([CH2:27][C:26]2[CH:39]=[CH:40][C:23]([C:21]3[N:22]=[C:10]([C:9]4[O:8][N:7]=[C:6]([C:13]5[CH:18]=[CH:17][CH:16]=[CH:15][N:14]=5)[C:5]=4[C:3]([O:2][CH3:1])=[O:4])[O:12][N:20]=3)=[CH:24][CH:25]=2)[CH2:29]1)=[O:33])([CH3:38])([CH3:36])[CH3:37], predict the reactants needed to synthesize it. The reactants are: [CH3:1][O:2][C:3]([C:5]1[C:6]([C:13]2[CH:18]=[CH:17][CH:16]=[CH:15][N:14]=2)=[N:7][O:8][C:9]=1[C:10]([OH:12])=O)=[O:4].O[N:20]=[C:21]([C:23]1[CH:40]=[CH:39][C:26]([CH2:27][N:28]2[CH2:31][CH:30]([C:32]([O:34][C:35]([CH3:38])([CH3:37])[CH3:36])=[O:33])[CH2:29]2)=[CH:25][CH:24]=1)[NH2:22].N1C=CC=CC=1C1C(C(F)(F)F)=C(C2ON=C(C3C=CC(CN4CC(C(O)=O)C4)=CC=3)N=2)ON=1.C1N(P(Cl)(N2C(=O)OCC2)=O)C(=O)OC1.C(N(CC)CC)C. (2) Given the product [CH2:1]([O:3][C:4]([C:5]1[CH:10]=[C:9]2[C:8](=[CH:7][C:6]=1[O:23][CH3:24])[NH:11][CH:12]=[CH:13][C:18]2=[O:19])=[O:25])[CH3:2], predict the reactants needed to synthesize it. The reactants are: [CH2:1]([O:3][C:4](=[O:25])[C:5]1[CH:10]=[CH:9][C:8]([NH:11][CH:12]=[C:13]2[C:18](=[O:19])OC(C)(C)OC2=O)=[CH:7][C:6]=1[O:23][CH3:24])[CH3:2]. (3) Given the product [Cl:1][C:2]1[CH:16]=[CH:15][C:5]([C:6]([NH:8][CH:9]([N:19]=[C:18]=[S:17])[C:10]([Cl:13])([Cl:12])[Cl:11])=[O:7])=[CH:4][CH:3]=1, predict the reactants needed to synthesize it. The reactants are: [Cl:1][C:2]1[CH:16]=[CH:15][C:5]([C:6]([NH:8][CH:9](Cl)[C:10]([Cl:13])([Cl:12])[Cl:11])=[O:7])=[CH:4][CH:3]=1.[S-:17][C:18]#[N:19].[K+].C(OCC)C. (4) Given the product [Cl:18][C:8]1[C:9]2[C:14](=[CH:13][CH:12]=[CH:11][N:10]=2)[N:5]=[CH:6][CH:7]=1, predict the reactants needed to synthesize it. The reactants are: C(O)(=O)C.[N:5]1[C:14]2[C:9](=[N:10][CH:11]=[CH:12][CH:13]=2)[C:8](O)=[CH:7][CH:6]=1.O=P(Cl)(Cl)[Cl:18]. (5) Given the product [CH3:13][Si:14]([CH3:16])([CH3:15])[O:7][CH:4]1[CH2:5][CH2:6][O:1][CH2:2][CH2:3]1, predict the reactants needed to synthesize it. The reactants are: [O:1]1[CH2:6][CH2:5][CH:4]([OH:7])[CH2:3][CH2:2]1.N1C=CN=C1.[CH3:13][Si:14](Cl)([CH3:16])[CH3:15]. (6) Given the product [CH3:12][C:10]1[CH:9]=[C:8]2[C:4]([CH:5]=[N:6][NH:7]2)=[CH:3][C:2]=1[C:17]([OH:19])=[O:18], predict the reactants needed to synthesize it. The reactants are: Br[C:2]1[CH:3]=[C:4]2[C:8](=[C:9](C)[CH:10]=1)[NH:7][N:6]=[CH:5]2.[C:12]([Li])(C)(C)C.[C:17](=[O:19])=[O:18].